Predict the reactants needed to synthesize the given product. From a dataset of Full USPTO retrosynthesis dataset with 1.9M reactions from patents (1976-2016). (1) Given the product [CH3:17][N:18]([CH2:19][C:20]1[CH:21]=[CH:22][C:23]2[S:24][CH2:25][C:26](=[O:30])[NH:27][C:28]=2[N:29]=1)[C:14]([CH:10]1[O:11][CH2:12][CH2:13][N:8]([C:6]([O:5][C:2]([CH3:1])([CH3:3])[CH3:4])=[O:7])[CH2:9]1)=[O:16], predict the reactants needed to synthesize it. The reactants are: [CH3:1][C:2]([O:5][C:6]([N:8]1[CH2:13][CH2:12][O:11][CH:10]([C:14]([OH:16])=O)[CH2:9]1)=[O:7])([CH3:4])[CH3:3].[CH3:17][NH:18][CH2:19][C:20]1[CH:21]=[CH:22][C:23]2[S:24][CH2:25][C:26](=[O:30])[NH:27][C:28]=2[N:29]=1.CN(C)CCCN=C=NCC.ON1C2C=CC=CC=2N=N1. (2) Given the product [C:12]([CH2:14][CH2:15][C@H:16]1[CH2:20][C@H:2]([C:1]([O:4][CH2:5][CH:6]=[CH2:7])=[O:3])[C@H:18]([CH3:19])[CH2:17]1)#[N:13], predict the reactants needed to synthesize it. The reactants are: [C:1]([O:4][CH2:5][CH:6]=[CH2:7])(=[O:3])[CH3:2].C(O)C=C.[C:12]([CH2:14][CH2:15][C@H:16]1[CH2:20][C@H:19](C(OCC)=O)[C@H:18](C)[CH2:17]1)#[N:13]. (3) Given the product [CH2:16]([C:18]1[C:19](=[O:38])[N:20]([CH:25]2[CH2:26][CH2:27][N:28]([C:31]([O:33][C:34]([CH3:37])([CH3:36])[CH3:35])=[O:32])[CH2:29][CH2:30]2)[CH:21]=[CH:22][C:23]=1[O:6][S:3]([C:2]([F:15])([F:14])[F:1])(=[O:5])=[O:4])[CH3:17], predict the reactants needed to synthesize it. The reactants are: [F:1][C:2]([F:15])([F:14])[S:3]([O:6]S(C(F)(F)F)(=O)=O)(=[O:5])=[O:4].[CH2:16]([C:18]1[C:19](=[O:38])[N:20]([CH:25]2[CH2:30][CH2:29][N:28]([C:31]([O:33][C:34]([CH3:37])([CH3:36])[CH3:35])=[O:32])[CH2:27][CH2:26]2)[CH:21]=[CH:22][C:23]=1O)[CH3:17].O.